Dataset: Catalyst prediction with 721,799 reactions and 888 catalyst types from USPTO. Task: Predict which catalyst facilitates the given reaction. (1) Reactant: [NH2:1][C:2]1[C:11]([C:12]([O:14][CH3:15])=[O:13])=[C:10]2[C:5]([CH:6]3[CH2:16][CH:7]3[CH2:8][O:9]2)=[CH:4][C:3]=1[F:17].[Br:18][C:19]1[CH:24]=[C:23]([F:25])[CH:22]=[CH:21][C:20]=1[S:26](Cl)(=[O:28])=[O:27].C[Si](C)(C)[N-][Si](C)(C)C.[Na+].O. Product: [Br:18][C:19]1[CH:24]=[C:23]([F:25])[CH:22]=[CH:21][C:20]=1[S:26]([NH:1][C:2]1[C:11]([C:12]([O:14][CH3:15])=[O:13])=[C:10]2[C:5]([CH:6]3[CH2:16][CH:7]3[CH2:8][O:9]2)=[CH:4][C:3]=1[F:17])(=[O:28])=[O:27]. The catalyst class is: 1. (2) Reactant: [F:1][C:2]1[CH:24]=[CH:23][C:5]([C:6]([NH:8][CH:9]([C:18]2[S:19][CH:20]=[CH:21][CH:22]=2)[C:10](=[O:17])[CH2:11][C:12]([O:14][CH2:15][CH3:16])=[O:13])=O)=[CH:4][CH:3]=1.P(Cl)(Cl)(Cl)=O.O.C(=O)([O-])O.[Na+]. Product: [F:1][C:2]1[CH:24]=[CH:23][C:5]([C:6]2[O:17][C:10]([CH2:11][C:12]([O:14][CH2:15][CH3:16])=[O:13])=[C:9]([C:18]3[S:19][CH:20]=[CH:21][CH:22]=3)[N:8]=2)=[CH:4][CH:3]=1. The catalyst class is: 9. (3) Reactant: [CH3:1][N:2]([CH2:4][C:5]1[C:13]2[O:12][N:11]=[C:10]([CH2:14][CH2:15][CH:16]3[CH2:21][CH2:20][N:19]([C:22]4[CH:27]=[CH:26][N:25]=[CH:24][CH:23]=4)[CH2:18][CH2:17]3)[C:9]=2[CH:8]=[CH:7][C:6]=1[O:28][CH2:29][CH:30]1[CH2:32][CH2:31]1)[CH3:3].[ClH:33]. Product: [ClH:33].[ClH:33].[CH3:1][N:2]([CH2:4][C:5]1[C:13]2[O:12][N:11]=[C:10]([CH2:14][CH2:15][CH:16]3[CH2:17][CH2:18][N:19]([C:22]4[CH:23]=[CH:24][N:25]=[CH:26][CH:27]=4)[CH2:20][CH2:21]3)[C:9]=2[CH:8]=[CH:7][C:6]=1[O:28][CH2:29][CH:30]1[CH2:31][CH2:32]1)[CH3:3]. The catalyst class is: 125.